Dataset: Choline transporter screen with 302,306 compounds. Task: Binary Classification. Given a drug SMILES string, predict its activity (active/inactive) in a high-throughput screening assay against a specified biological target. (1) The molecule is O(CC(=O)Nc1c(cccc1)C(=O)C)C(=O)c1c(NC(=O)c2ccccc2)cccc1. The result is 0 (inactive). (2) The result is 0 (inactive). The drug is O(CC(N\C=C1\c2c(NC1=O)cccc2)C)C. (3) The compound is O1C(C(O)C(O)C(O)C1Oc1c(C(=O)CCc2ccc(O)cc2)c(O)cc(O)c1)CO. The result is 0 (inactive). (4) The drug is S(CC(=O)Nc1c(N2CCCCC2)cccc1)c1n(nnn1)c1cc(c(cc1)C)C. The result is 0 (inactive). (5) The drug is Oc1c(CN2CCC(=CC2)c2ccccc2)cc(cc1OC)C. The result is 0 (inactive). (6) The compound is FC(F)(F)c1ccc(cc1)/C=N\NC(=O)c1nnn(c1C(C)C)c1nonc1N. The result is 0 (inactive). (7) The compound is s1c(CNc2n(CCCC)c3c(n2)cccc3)ccc1. The result is 0 (inactive). (8) The compound is Fc1c(C(=O)N\C(C(=O)N2CCCC2)=C/c2c3c(n(c2)CC)cccc3)cccc1. The result is 1 (active). (9) The compound is S1C2=C(SCC1)C(=O)N(C2=O)c1ccccc1. The result is 0 (inactive). (10) The drug is S=C(NCCC(C)C)Nc1ccc([N+]([O-])=O)cc1. The result is 1 (active).